Dataset: NCI-60 drug combinations with 297,098 pairs across 59 cell lines. Task: Regression. Given two drug SMILES strings and cell line genomic features, predict the synergy score measuring deviation from expected non-interaction effect. (1) Drug 1: C1=CC(=C2C(=C1NCCNCCO)C(=O)C3=C(C=CC(=C3C2=O)O)O)NCCNCCO. Drug 2: C1=NC(=NC(=O)N1C2C(C(C(O2)CO)O)O)N. Cell line: NCI-H522. Synergy scores: CSS=48.1, Synergy_ZIP=0.348, Synergy_Bliss=1.06, Synergy_Loewe=-13.5, Synergy_HSA=2.15. (2) Drug 1: CC1CCC2CC(C(=CC=CC=CC(CC(C(=O)C(C(C(=CC(C(=O)CC(OC(=O)C3CCCCN3C(=O)C(=O)C1(O2)O)C(C)CC4CCC(C(C4)OC)OCCO)C)C)O)OC)C)C)C)OC. Drug 2: CC12CCC3C(C1CCC2O)C(CC4=C3C=CC(=C4)O)CCCCCCCCCS(=O)CCCC(C(F)(F)F)(F)F. Cell line: SN12C. Synergy scores: CSS=-0.628, Synergy_ZIP=-2.96, Synergy_Bliss=-7.84, Synergy_Loewe=-19.0, Synergy_HSA=-9.84.